The task is: Predict the reactants needed to synthesize the given product.. This data is from Full USPTO retrosynthesis dataset with 1.9M reactions from patents (1976-2016). (1) Given the product [F:1][C:2]1[CH:7]=[C:6]([C:8]2[C:13]([F:14])=[CH:12][C:11]([CH2:15][C:16]([NH:31][C:28]3[CH:27]=[CH:26][C:25]([C:21]4[N:20]=[N:19][CH:24]=[CH:23][CH:22]=4)=[CH:30][N:29]=3)=[O:18])=[CH:10][N:9]=2)[CH:5]=[CH:4][N:3]=1, predict the reactants needed to synthesize it. The reactants are: [F:1][C:2]1[CH:7]=[C:6]([C:8]2[C:13]([F:14])=[CH:12][C:11]([CH2:15][C:16]([OH:18])=O)=[CH:10][N:9]=2)[CH:5]=[CH:4][N:3]=1.[N:19]1[CH:24]=[CH:23][CH:22]=[C:21]([C:25]2[CH:26]=[CH:27][C:28]([NH2:31])=[N:29][CH:30]=2)[N:20]=1.CN(C(ON1N=NC2C=CC=NC1=2)=[N+](C)C)C.F[P-](F)(F)(F)(F)F. (2) The reactants are: Cl[C:2]1[N:7]=[C:6]([C:8]2[C:9]([C:18]3[CH:19]=[C:20]([NH:24][C:25](=[O:34])[C:26]4[C:31]([F:32])=[CH:30][CH:29]=[CH:28][C:27]=4[F:33])[CH:21]=[CH:22][CH:23]=3)=[N:10][N:11]3[CH:16]=[CH:15][CH:14]=[C:13]([F:17])[C:12]=23)[CH:5]=[CH:4][N:3]=1.[CH3:35][N:36]([CH3:47])[CH2:37][CH2:38][O:39][C:40]1[CH:41]=[C:42]([CH:44]=[CH:45][CH:46]=1)[NH2:43]. Given the product [CH3:35][N:36]([CH3:47])[CH2:37][CH2:38][O:39][C:40]1[CH:41]=[C:42]([NH:43][C:2]2[N:7]=[C:6]([C:8]3[C:9]([C:18]4[CH:19]=[C:20]([NH:24][C:25](=[O:34])[C:26]5[C:31]([F:32])=[CH:30][CH:29]=[CH:28][C:27]=5[F:33])[CH:21]=[CH:22][CH:23]=4)=[N:10][N:11]4[CH:16]=[CH:15][CH:14]=[C:13]([F:17])[C:12]=34)[CH:5]=[CH:4][N:3]=2)[CH:44]=[CH:45][CH:46]=1, predict the reactants needed to synthesize it. (3) Given the product [Cl:1][C:2]1[C:3]([C:25]([NH:28][CH:29]2[CH2:34][CH2:33][O:32][CH2:31][CH2:30]2)=[O:26])=[CH:4][C:5]2[N:6]([C:9]([CH2:16][CH:17]3[CH2:18][CH2:19][C:20]([F:23])([F:24])[CH2:21][CH2:22]3)=[C:10]([C:12]([F:15])([F:13])[F:14])[N:11]=2)[C:7]=1[CH3:8], predict the reactants needed to synthesize it. The reactants are: [Cl:1][C:2]1[C:3]([C:25](O)=[O:26])=[CH:4][C:5]2[N:6]([C:9]([CH2:16][CH:17]3[CH2:22][CH2:21][C:20]([F:24])([F:23])[CH2:19][CH2:18]3)=[C:10]([C:12]([F:15])([F:14])[F:13])[N:11]=2)[C:7]=1[CH3:8].[NH2:28][CH:29]1[CH2:34][CH2:33][O:32][CH2:31][CH2:30]1. (4) Given the product [Cl:1][C:2]1[C:7]([NH:8][CH3:9])=[CH:6][CH:5]=[C:4]([C:16]2[S:17][C:18]3[CH:24]=[C:23]([O:25][CH3:26])[CH:22]=[CH:21][C:19]=3[N:20]=2)[N:3]=1, predict the reactants needed to synthesize it. The reactants are: [Cl:1][C:2]1[C:7]([N:8](C)[C:9](=O)C(C)(C)C)=[CH:6][CH:5]=[C:4]([C:16]2[S:17][C:18]3[CH:24]=[C:23]([O:25][CH3:26])[CH:22]=[CH:21][C:19]=3[N:20]=2)[N:3]=1.[F-].[Cs+].[O-]P([O-])([O-])=O.[K+].[K+].[K+]. (5) Given the product [CH3:13][C:11]1[S:12][C:8]2[CH:7]=[C:6]([CH2:5][CH2:4][C:3]([OH:16])=[O:2])[CH:15]=[CH:14][C:9]=2[N:10]=1, predict the reactants needed to synthesize it. The reactants are: C[O:2][C:3](=[O:16])[CH2:4][CH2:5][C:6]1[CH:15]=[CH:14][C:9]2[N:10]=[C:11]([CH3:13])[S:12][C:8]=2[CH:7]=1.[OH-].[Na+].Cl.